From a dataset of NCI-60 drug combinations with 297,098 pairs across 59 cell lines. Regression. Given two drug SMILES strings and cell line genomic features, predict the synergy score measuring deviation from expected non-interaction effect. (1) Drug 1: C1=CC(=CC=C1CCC2=CNC3=C2C(=O)NC(=N3)N)C(=O)NC(CCC(=O)O)C(=O)O. Drug 2: CC1OCC2C(O1)C(C(C(O2)OC3C4COC(=O)C4C(C5=CC6=C(C=C35)OCO6)C7=CC(=C(C(=C7)OC)O)OC)O)O. Cell line: 786-0. Synergy scores: CSS=33.4, Synergy_ZIP=-2.84, Synergy_Bliss=-0.706, Synergy_Loewe=2.49, Synergy_HSA=5.15. (2) Drug 2: C1CC(=O)NC(=O)C1N2C(=O)C3=CC=CC=C3C2=O. Synergy scores: CSS=0.573, Synergy_ZIP=-0.837, Synergy_Bliss=-2.47, Synergy_Loewe=-1.74, Synergy_HSA=-2.03. Drug 1: CC1=C(C(CCC1)(C)C)C=CC(=CC=CC(=CC(=O)O)C)C. Cell line: RXF 393. (3) Drug 1: CCCCC(=O)OCC(=O)C1(CC(C2=C(C1)C(=C3C(=C2O)C(=O)C4=C(C3=O)C=CC=C4OC)O)OC5CC(C(C(O5)C)O)NC(=O)C(F)(F)F)O. Drug 2: CN1C2=C(C=C(C=C2)N(CCCl)CCCl)N=C1CCCC(=O)O.Cl. Cell line: SF-539. Synergy scores: CSS=44.4, Synergy_ZIP=0.0218, Synergy_Bliss=-0.256, Synergy_Loewe=-17.3, Synergy_HSA=-2.03. (4) Drug 1: CCC1(CC2CC(C3=C(CCN(C2)C1)C4=CC=CC=C4N3)(C5=C(C=C6C(=C5)C78CCN9C7C(C=CC9)(C(C(C8N6C=O)(C(=O)OC)O)OC(=O)C)CC)OC)C(=O)OC)O.OS(=O)(=O)O. Drug 2: CN1C2=C(C=C(C=C2)N(CCCl)CCCl)N=C1CCCC(=O)O.Cl. Cell line: OVCAR-8. Synergy scores: CSS=0.920, Synergy_ZIP=-3.21, Synergy_Bliss=-6.33, Synergy_Loewe=-5.39, Synergy_HSA=-5.28. (5) Drug 1: CC1=C2C(C(=O)C3(C(CC4C(C3C(C(C2(C)C)(CC1OC(=O)C(C(C5=CC=CC=C5)NC(=O)OC(C)(C)C)O)O)OC(=O)C6=CC=CC=C6)(CO4)OC(=O)C)OC)C)OC. Drug 2: COC1=NC(=NC2=C1N=CN2C3C(C(C(O3)CO)O)O)N. Cell line: T-47D. Synergy scores: CSS=15.4, Synergy_ZIP=-0.443, Synergy_Bliss=-4.05, Synergy_Loewe=-25.4, Synergy_HSA=-4.92. (6) Drug 1: C1CC(=O)NC(=O)C1N2C(=O)C3=CC=CC=C3C2=O. Drug 2: C1CN(P(=O)(OC1)NCCCl)CCCl. Cell line: PC-3. Synergy scores: CSS=3.94, Synergy_ZIP=-1.33, Synergy_Bliss=0.153, Synergy_Loewe=2.90, Synergy_HSA=-0.182.